From a dataset of Reaction yield outcomes from USPTO patents with 853,638 reactions. Predict the reaction yield, written as a fraction of the theoretical maximum amount of product (1.0 means a 100% yield; for example, 0.34 means a 34% yield). (1) The reactants are [N:1]1[C:10]2[CH:9]([NH:11][CH2:12][C:13]3[N:17]([CH2:18][CH2:19][C:20]#[N:21])[C:16]4[CH:22]=[CH:23][CH:24]=[CH:25][C:15]=4[N:14]=3)[CH2:8][CH2:7][CH2:6][C:5]=2[CH:4]=[CH:3][CH:2]=1.NCCCN1C2C=CC=CC=2N=C1CN(C)C1C2N=CC=CC=2CCC1. No catalyst specified. The product is [NH2:21][CH2:20][CH2:19][CH2:18][N:17]1[C:16]2[CH:22]=[CH:23][CH:24]=[CH:25][C:15]=2[N:14]=[C:13]1[CH2:12][NH:11][CH:9]1[C:10]2[N:1]=[CH:2][CH:3]=[CH:4][C:5]=2[CH2:6][CH2:7][CH2:8]1. The yield is 0.500. (2) The reactants are Br[CH:2]([C:4]1[C:13]([Cl:14])=[N:12][CH:11]=[CH:10][C:5]=1[C:6]([O:8]C)=O)[CH3:3].Cl.[F:16][CH:17]([F:29])[CH2:18][O:19][C:20]1[N:25]=[CH:24][C:23]([CH2:26][NH2:27])=[CH:22][C:21]=1[CH3:28]. No catalyst specified. The product is [Cl:14][C:13]1[C:4]2[CH:2]([CH3:3])[N:27]([CH2:26][C:23]3[CH:24]=[N:25][C:20]([O:19][CH2:18][CH:17]([F:29])[F:16])=[C:21]([CH3:28])[CH:22]=3)[C:6](=[O:8])[C:5]=2[CH:10]=[CH:11][N:12]=1. The yield is 0.240. (3) The reactants are [CH3:1][C:2]1[CH:3]=[N:4][CH:5]=[CH:6][C:7]=1[NH2:8].CCN(C(C)C)C(C)C.[C:18]([O:22][C:23](=[O:49])[NH:24][CH:25]([C:40]1[CH:45]=[CH:44][C:43]([C:46](Cl)=[O:47])=[CH:42][CH:41]=1)[CH2:26][NH:27][C:28]([C:30]1([C:33]2[CH:38]=[CH:37][C:36]([Cl:39])=[CH:35][CH:34]=2)[CH2:32][CH2:31]1)=[O:29])([CH3:21])([CH3:20])[CH3:19]. The product is [C:18]([O:22][C:23](=[O:49])[NH:24][CH:25]([C:40]1[CH:41]=[CH:42][C:43]([C:46](=[O:47])[NH:8][C:7]2[CH:6]=[CH:5][N:4]=[CH:3][C:2]=2[CH3:1])=[CH:44][CH:45]=1)[CH2:26][NH:27][C:28]([C:30]1([C:33]2[CH:38]=[CH:37][C:36]([Cl:39])=[CH:35][CH:34]=2)[CH2:31][CH2:32]1)=[O:29])([CH3:21])([CH3:19])[CH3:20]. The catalyst is C(#N)C. The yield is 0.0300.